The task is: Predict the product of the given reaction.. This data is from Forward reaction prediction with 1.9M reactions from USPTO patents (1976-2016). (1) Given the reactants [CH3:1][N:2]([CH3:15])[C@@H:3]1[CH2:7][CH2:6][N:5]([C:8]2[N:13]=[CH:12][C:11]([NH2:14])=[CH:10][CH:9]=2)[CH2:4]1.[C:16]([N:23]1[CH:27]=[CH:26]N=[CH:24]1)(N1C=CN=C1)=[O:17].[CH2:28]([CH:35]1CCNC[CH2:36]1)[C:29]1[CH:34]=[CH:33][CH:32]=[CH:31][CH:30]=1, predict the reaction product. The product is: [CH3:1][N:2]([CH3:15])[C@@H:3]1[CH2:7][CH2:6][N:5]([C:8]2[N:13]=[CH:12][C:11]([NH:14][C:16]([N:23]3[CH2:24][CH2:36][CH:35]([CH2:28][C:29]4[CH:34]=[CH:33][CH:32]=[CH:31][CH:30]=4)[CH2:26][CH2:27]3)=[O:17])=[CH:10][CH:9]=2)[CH2:4]1. (2) Given the reactants [NH2:1][C:2]1[CH:7]=[CH:6][CH:5]=[CH:4][C:3]=1[C:8]1[NH:9][C:10]2[C:15]([CH:16]=1)=[CH:14][CH:13]=[CH:12][CH:11]=2.[C:17]1([CH2:23][C:24](O)=[O:25])[CH:22]=[CH:21][CH:20]=[CH:19][CH:18]=1, predict the reaction product. The product is: [NH:9]1[C:10]2[C:15](=[CH:14][CH:13]=[CH:12][CH:11]=2)[CH:16]=[C:8]1[C:3]1[CH:4]=[CH:5][CH:6]=[CH:7][C:2]=1[NH:1][C:24](=[O:25])[CH2:23][C:17]1[CH:22]=[CH:21][CH:20]=[CH:19][CH:18]=1. (3) Given the reactants [OH:1][C@@H:2]([C:18]1[CH:23]=[CH:22][CH:21]=[CH:20][CH:19]=1)[C@H:3]([NH:5][C:6]([C:8]12[CH2:17][CH:12]3[CH2:13][CH:14]([CH2:16][CH:10]([CH2:11]3)[CH2:9]1)[CH2:15]2)=O)[CH3:4], predict the reaction product. The product is: [C:8]12([CH2:6][NH:5][C@H:3]([CH3:4])[C@H:2]([C:18]3[CH:19]=[CH:20][CH:21]=[CH:22][CH:23]=3)[OH:1])[CH2:15][CH:14]3[CH2:13][CH:12]([CH2:11][CH:10]([CH2:16]3)[CH2:9]1)[CH2:17]2. (4) Given the reactants [Cl:1][C:2]1[CH:10]=[CH:9][C:5]([C:6](O)=[O:7])=[CH:4][CH:3]=1.S(Cl)([Cl:13])=O, predict the reaction product. The product is: [Cl:1][C:2]1[CH:10]=[CH:9][C:5]([C:6]([Cl:13])=[O:7])=[CH:4][CH:3]=1. (5) Given the reactants C([O:3][C:4]([N:6]1[CH2:12][CH2:11][N:10]([O:13][CH3:14])[CH2:9][CH2:8][N:7]1[C:15](=[O:27])[CH2:16][C:17]1[C:22]([CH3:23])=[CH:21][C:20]([CH3:24])=[CH:19][C:18]=1[CH2:25][CH3:26])=O)C.C[O-].[Na+].Cl, predict the reaction product. The product is: [CH2:25]([C:18]1[CH:19]=[C:20]([CH3:24])[CH:21]=[C:22]([CH3:23])[C:17]=1[CH:16]1[C:15](=[O:27])[N:7]2[CH2:8][CH2:9][N:10]([O:13][CH3:14])[CH2:11][CH2:12][N:6]2[C:4]1=[O:3])[CH3:26].